Dataset: Catalyst prediction with 721,799 reactions and 888 catalyst types from USPTO. Task: Predict which catalyst facilitates the given reaction. (1) Reactant: [ClH:1].[CH3:2][N:3]1[C:11]2[CH:10]=[CH:9][C:8]([S:12]([C:15]3[CH:20]=[CH:19][CH:18]=[CH:17][CH:16]=3)(=[O:14])=[O:13])=[CH:7][C:6]=2[C:5]2[CH2:21][CH2:22][NH:23][CH2:24][CH2:25][C:4]1=2.C=[O:27].C([BH3-])#N.[Na+].C([O:35][CH2:36][CH3:37])(=O)C. The catalyst class is: 477. Product: [ClH:1].[OH:27][CH2:37][CH2:36][O:35][C:18]1[CH:19]=[CH:20][C:15]([S:12]([C:8]2[CH:9]=[CH:10][C:11]3[N:3]([CH3:2])[C:4]4[CH2:25][CH2:24][NH:23][CH2:22][CH2:21][C:5]=4[C:6]=3[CH:7]=2)(=[O:13])=[O:14])=[CH:16][CH:17]=1. (2) Reactant: Cl.[N:2]1[CH:7]=[CH:6][CH:5]=[C:4]([CH2:8][C:9]([OH:11])=[O:10])[CH:3]=1.[OH-].[K+].C(O)C. Product: [N:2]1[CH:7]=[CH:6][CH:5]=[C:4]([CH2:8][C:9]([OH:11])=[O:10])[CH:3]=1. The catalyst class is: 8.